This data is from Retrosynthesis with 50K atom-mapped reactions and 10 reaction types from USPTO. The task is: Predict the reactants needed to synthesize the given product. Given the product CCn1cc(S(=O)(=O)n2cc(CN(C)C(=O)OC(C)(C)C)c(F)c2-c2cccnc2F)cn1, predict the reactants needed to synthesize it. The reactants are: CCn1cc(S(=O)(=O)Cl)cn1.CN(Cc1c[nH]c(-c2cccnc2F)c1F)C(=O)OC(C)(C)C.